From a dataset of Reaction yield outcomes from USPTO patents with 853,638 reactions. Predict the reaction yield, written as a fraction of the theoretical maximum amount of product (1.0 means a 100% yield; for example, 0.34 means a 34% yield). (1) The catalyst is C(#N)C. The yield is 0.270. The product is [CH3:1][O:2][C:3]1[CH:4]=[C:5]([CH:11]([NH:13][C:14]2[CH:19]=[C:18]([N:30]3[CH2:29][CH2:28][N:27]([C:33]([O:35][C:36]([CH3:39])([CH3:38])[CH3:37])=[O:34])[CH2:32][CH2:31]3)[CH:17]=[CH:16][C:15]=2[C:21](=[O:26])[C:22]([F:25])([F:24])[F:23])[CH3:12])[CH:6]=[C:7]([O:9][CH3:10])[CH:8]=1. The reactants are [CH3:1][O:2][C:3]1[CH:4]=[C:5]([CH:11]([NH:13][C:14]2[CH:19]=[C:18](F)[CH:17]=[CH:16][C:15]=2[C:21](=[O:26])[C:22]([F:25])([F:24])[F:23])[CH3:12])[CH:6]=[C:7]([O:9][CH3:10])[CH:8]=1.[N:27]1([C:33]([O:35][C:36]([CH3:39])([CH3:38])[CH3:37])=[O:34])[CH2:32][CH2:31][NH:30][CH2:29][CH2:28]1.C(N(CC)C(C)C)(C)C. (2) The reactants are O[C:2]1[C:11]2[C:6](=[C:7]([F:14])[C:8]([F:13])=[C:9]([F:12])[CH:10]=2)[N:5]=[CH:4][C:3]=1[C:15]([O:17][CH2:18][CH3:19])=[O:16].O=P(Cl)(Cl)[Cl:22]. No catalyst specified. The product is [Cl:22][C:2]1[C:11]2[C:6](=[C:7]([F:14])[C:8]([F:13])=[C:9]([F:12])[CH:10]=2)[N:5]=[CH:4][C:3]=1[C:15]([O:17][CH2:18][CH3:19])=[O:16]. The yield is 0.656. (3) The reactants are [CH3:1][C:2]1([CH3:24])[O:6][C:5](=[O:7])[N:4]([C:8]2[CH:17]=[CH:16][C:11]([C:12]([O:14]C)=[O:13])=[CH:10][CH:9]=2)[C@H:3]1[C:18]1[CH:23]=[CH:22][CH:21]=[CH:20][CH:19]=1.C1COCC1.[Li+].[OH-].Cl. The catalyst is O.CO. The product is [CH3:1][C:2]1([CH3:24])[O:6][C:5](=[O:7])[N:4]([C:8]2[CH:17]=[CH:16][C:11]([C:12]([OH:14])=[O:13])=[CH:10][CH:9]=2)[C@H:3]1[C:18]1[CH:23]=[CH:22][CH:21]=[CH:20][CH:19]=1. The yield is 0.484. (4) The reactants are O[C@H:2]1[CH2:6][N:5]([C:7]([O:9][C:10]([CH3:13])([CH3:12])[CH3:11])=[O:8])[C@H:4]([C:14]2[NH:15][C:16]([C:19]3[CH:24]=[CH:23][C:22]([B:25]4[O:29]C(C)(C)C(C)(C)[O:26]4)=[CH:21][CH:20]=3)=[CH:17][N:18]=2)[CH2:3]1.COCCN(S(F)(F)[F:44])CCOC.C(=O)(O)[O-].[Na+]. The catalyst is C(Cl)Cl. The product is [C:10]([O:9][C:7]([N:5]1[CH2:6][C@@H:2]([F:44])[CH2:3][C@H:4]1[C:14]1[NH:15][C:16]([C:19]2[CH:24]=[CH:23][C:22]([B:25]([OH:29])[OH:26])=[CH:21][CH:20]=2)=[CH:17][N:18]=1)=[O:8])([CH3:13])([CH3:12])[CH3:11]. The yield is 0.370. (5) The reactants are [Cl:1][C:2]1[C:3]([NH:18][C:19]2[CH:27]=[C:26]([F:28])[CH:25]=[CH:24][C:20]=2[C:21](O)=[O:22])=[CH:4][C:5]([NH:8][C:9]2[N:13]([CH:14]([CH3:16])[CH3:15])[N:12]=[C:11]([CH3:17])[CH:10]=2)=[N:6][CH:7]=1.C1C=CC2[N:37]([OH:38])N=NC=2C=1.[CH2:39](Cl)CCl.CCN(C(C)C)C(C)C. The catalyst is CN(C)C=O.C(O)(=O)C.O. The product is [Cl:1][C:2]1[C:3]([NH:18][C:19]2[CH:27]=[C:26]([F:28])[CH:25]=[CH:24][C:20]=2[C:21]([NH:37][O:38][CH3:39])=[O:22])=[CH:4][C:5]([NH:8][C:9]2[N:13]([CH:14]([CH3:15])[CH3:16])[N:12]=[C:11]([CH3:17])[CH:10]=2)=[N:6][CH:7]=1. The yield is 0.355. (6) The reactants are [CH:1]1([C:5]2[CH:9]=[C:8]([NH2:10])[N:7]([C:11]3[CH:16]=[CH:15][CH:14]=[CH:13][CH:12]=3)[N:6]=2)[CH2:4][CH2:3][CH2:2]1.C(=O)([O-])[O-].[K+].[K+].Cl[C:24]([O:26][C:27]1[CH:32]=[CH:31][CH:30]=[CH:29][CH:28]=1)=[O:25]. The catalyst is C1COCC1. The product is [CH:1]1([C:5]2[CH:9]=[C:8]([NH:10][C:24](=[O:25])[O:26][C:27]3[CH:32]=[CH:31][CH:30]=[CH:29][CH:28]=3)[N:7]([C:11]3[CH:16]=[CH:15][CH:14]=[CH:13][CH:12]=3)[N:6]=2)[CH2:2][CH2:3][CH2:4]1. The yield is 0.830. (7) The reactants are ClC(Cl)(O[C:5](=[O:11])OC(Cl)(Cl)Cl)Cl.[C:13]1([CH2:19][O:20][C:21](=[O:40])[NH:22][C@@:23]2([CH2:37][CH:38]=[CH2:39])[CH2:28][CH2:27][NH:26][C@@H:25]([C:29]3[CH:34]=[CH:33][C:32]([F:35])=[CH:31][C:30]=3[CH3:36])[CH2:24]2)[CH:18]=[CH:17][CH:16]=[CH:15][CH:14]=1.[F:41][C:42]([F:58])([F:57])[C:43]1[CH:44]=[C:45]([C@H:53]([NH:55][CH3:56])[CH3:54])[CH:46]=[C:47]([C:49]([F:52])([F:51])[F:50])[CH:48]=1.C1CCCCC1. The catalyst is C(OCC)(=O)C.C1CCCCC1.C(OCC)(=O)C. The product is [C:13]1([CH2:19][O:20][C:21](=[O:40])[NH:22][C@@:23]2([CH2:37][CH:38]=[CH2:39])[CH2:28][CH2:27][N:26]([C:5]([N:55]([C@@H:53]([C:45]3[CH:46]=[C:47]([C:49]([F:50])([F:51])[F:52])[CH:48]=[C:43]([C:42]([F:41])([F:57])[F:58])[CH:44]=3)[CH3:54])[CH3:56])=[O:11])[C@@H:25]([C:29]3[CH:34]=[CH:33][C:32]([F:35])=[CH:31][C:30]=3[CH3:36])[CH2:24]2)[CH:14]=[CH:15][CH:16]=[CH:17][CH:18]=1. The yield is 0.632. (8) The reactants are [CH3:1][O-:2].[Na+].[NH2:4][C:5]1[C:14]([N+:15]([O-:17])=[O:16])=[CH:13][CH:12]=[C:11](F)[C:6]=1[C:7]([O:9][CH3:10])=[O:8]. The catalyst is CO. The product is [NH2:4][C:5]1[C:14]([N+:15]([O-:17])=[O:16])=[CH:13][CH:12]=[C:11]([O:2][CH3:1])[C:6]=1[C:7]([O:9][CH3:10])=[O:8]. The yield is 0.780. (9) The reactants are [CH3:1][O:2][C:3]([C:5]1([C:8]2[CH:13]=[CH:12][C:11]([O:14][CH3:15])=[C:10]([CH2:16]Cl)[CH:9]=2)[CH2:7][CH2:6]1)=[O:4].C([O-])([O-])=[O:19].[Na+].[Na+].Cl. The catalyst is O.[N+](CCCC)(CCCC)(CCCC)CCCC.[Br-]. The product is [CH3:1][O:2][C:3]([C:5]1([C:8]2[CH:13]=[CH:12][C:11]([O:14][CH3:15])=[C:10]([CH2:16][OH:19])[CH:9]=2)[CH2:7][CH2:6]1)=[O:4]. The yield is 0.390. (10) The reactants are FC(F)(F)S(O[C:7]1[CH:12]=[CH:11][C:10]([CH:13]2[CH2:24][CH2:23][C:16]3([CH2:18][CH:17]3[C:19]([O:21][CH3:22])=[O:20])[CH2:15][CH2:14]2)=[CH:9][CH:8]=1)(=O)=O.[CH2:27]([NH2:34])[C:28]1[CH:33]=[CH:32][CH:31]=[CH:30][CH:29]=1.C(=O)([O-])[O-].[Cs+].[Cs+].CC(C1C=C(C(C)C)C(C2C=CC=CC=2P(C2CCCCC2)C2CCCCC2)=C(C(C)C)C=1)C. The catalyst is C1(C)C=CC=CC=1.C([O-])(=O)C.[Pd+2].C([O-])(=O)C. The product is [CH2:27]([NH:34][C:7]1[CH:12]=[CH:11][C:10]([CH:13]2[CH2:24][CH2:23][C:16]3([CH2:18][CH:17]3[C:19]([O:21][CH3:22])=[O:20])[CH2:15][CH2:14]2)=[CH:9][CH:8]=1)[C:28]1[CH:33]=[CH:32][CH:31]=[CH:30][CH:29]=1. The yield is 0.940.